This data is from Peptide-MHC class I binding affinity with 185,985 pairs from IEDB/IMGT. The task is: Regression. Given a peptide amino acid sequence and an MHC pseudo amino acid sequence, predict their binding affinity value. This is MHC class I binding data. (1) The peptide sequence is TLELNMETL. The MHC is HLA-A02:16 with pseudo-sequence HLA-A02:16. The binding affinity (normalized) is 0.0847. (2) The peptide sequence is LYNTVAVLY. The MHC is HLA-B08:01 with pseudo-sequence HLA-B08:01. The binding affinity (normalized) is 0.0847. (3) The binding affinity (normalized) is 0. The peptide sequence is RPMTYKAAL. The MHC is HLA-B45:01 with pseudo-sequence HLA-B45:01. (4) The peptide sequence is VVARLGVPY. The MHC is HLA-A02:11 with pseudo-sequence HLA-A02:11. The binding affinity (normalized) is 0.0847. (5) The peptide sequence is HEFVDEFYA. The MHC is HLA-B40:02 with pseudo-sequence HLA-B40:02. The binding affinity (normalized) is 0.630. (6) The peptide sequence is RRLTVCGGIMF. The MHC is HLA-B27:05 with pseudo-sequence HLA-B27:05. The binding affinity (normalized) is 0.213.